Task: Predict the reaction yield, written as a fraction of the theoretical maximum amount of product (1.0 means a 100% yield; for example, 0.34 means a 34% yield).. Dataset: Reaction yield outcomes from USPTO patents with 853,638 reactions The product is [CH3:24][C:25]([O:28][C:29]([N:18]([CH2:2][C:3]1[C:12]2[C:7](=[CH:8][CH:9]=[CH:10][CH:11]=2)[C:6]([C:13]([O:15][CH3:16])=[O:14])=[CH:5][CH:4]=1)[CH3:17])=[O:31])([CH3:27])[CH3:26]. The yield is 0.890. The catalyst is CCOC(C)=O.C1COCC1. The reactants are Br[CH2:2][C:3]1[C:12]2[C:7](=[CH:8][CH:9]=[CH:10][CH:11]=2)[C:6]([C:13]([O:15][CH3:16])=[O:14])=[CH:5][CH:4]=1.[CH3:17][NH2:18].C([O-])(O)=O.[Na+].[CH3:24][C:25]([O:28][C:29]([O:31]C(OC(C)(C)C)=O)=O)([CH3:27])[CH3:26].